From a dataset of Peptide-MHC class I binding affinity with 185,985 pairs from IEDB/IMGT. Regression. Given a peptide amino acid sequence and an MHC pseudo amino acid sequence, predict their binding affinity value. This is MHC class I binding data. (1) The peptide sequence is WYMWLGARY. The MHC is HLA-A30:01 with pseudo-sequence HLA-A30:01. The binding affinity (normalized) is 0.0847. (2) The peptide sequence is KCRLKMDKL. The MHC is HLA-B08:02 with pseudo-sequence HLA-B08:02. The binding affinity (normalized) is 0.0847. (3) The peptide sequence is KFLDWMIFI. The MHC is HLA-A02:16 with pseudo-sequence HLA-A02:16. The binding affinity (normalized) is 0.851. (4) The peptide sequence is LYDYKENRF. The MHC is HLA-A23:01 with pseudo-sequence HLA-A23:01. The binding affinity (normalized) is 0.225. (5) The peptide sequence is GSSDFQVHFLK. The MHC is HLA-B44:03 with pseudo-sequence HLA-B44:03. The binding affinity (normalized) is 0.0847. (6) The peptide sequence is APGKSLGTL. The MHC is HLA-A29:02 with pseudo-sequence HLA-A29:02. The binding affinity (normalized) is 0.182. (7) The peptide sequence is LLAALFHDI. The MHC is HLA-A02:01 with pseudo-sequence HLA-A02:01. The binding affinity (normalized) is 0.589. (8) The peptide sequence is TELPLAYER. The MHC is HLA-A02:19 with pseudo-sequence HLA-A02:19. The binding affinity (normalized) is 0.0847.